From a dataset of Reaction yield outcomes from USPTO patents with 853,638 reactions. Predict the reaction yield, written as a fraction of the theoretical maximum amount of product (1.0 means a 100% yield; for example, 0.34 means a 34% yield). The reactants are [Br:1]Br.[CH2:3]([O:15][C:16]1[CH:21]=[CH:20][C:19]([C:22]2[S:23][C:24]3[CH:30]=[CH:29][CH:28]=[CH:27][C:25]=3[N:26]=2)=[CH:18][CH:17]=1)[CH2:4][CH2:5][CH2:6][CH2:7][CH2:8][CH2:9][CH2:10][CH2:11][CH2:12][CH2:13][CH3:14].S(S([O-])=O)([O-])(=O)=O.[Na+].[Na+]. The catalyst is C(O)(=O)C. The product is [Br:1][C:29]1[CH:28]=[CH:27][C:25]2[N:26]=[C:22]([C:19]3[CH:18]=[CH:17][C:16]([O:15][CH2:3][CH2:4][CH2:5][CH2:6][CH2:7][CH2:8][CH2:9][CH2:10][CH2:11][CH2:12][CH2:13][CH3:14])=[CH:21][CH:20]=3)[S:23][C:24]=2[CH:30]=1. The yield is 0.0960.